This data is from Catalyst prediction with 721,799 reactions and 888 catalyst types from USPTO. The task is: Predict which catalyst facilitates the given reaction. (1) Reactant: Cl.[CH2:2]1[C:6]2([CH2:11][CH2:10][N:9](C(OC(C)(C)C)=O)[CH2:8][CH2:7]2)[CH2:5][CH2:4][O:3]1. Product: [CH2:2]1[C:6]2([CH2:11][CH2:10][NH:9][CH2:8][CH2:7]2)[CH2:5][CH2:4][O:3]1. The catalyst class is: 5. (2) Reactant: F[C:2]1[CH:15]=[CH:14][C:13]([F:16])=[CH:12][C:3]=1[C:4]([C:6]1[CH:11]=[CH:10][CH:9]=[CH:8][CH:7]=1)=[O:5].[S-2:17].[Li+].[Li+].Cl.C(OCC)(=O)C. Product: [F:16][C:13]1[CH:14]=[CH:15][C:2]([SH:17])=[C:3]([C:4](=[O:5])[C:6]2[CH:11]=[CH:10][CH:9]=[CH:8][CH:7]=2)[CH:12]=1. The catalyst class is: 58. (3) Reactant: [CH3:1][O:2][C:3]1[CH:11]=[CH:10][C:9]([O:12][CH3:13])=[C:8]2[C:4]=1[C:5](=[O:15])[C:6](=[O:14])[NH:7]2.C(=O)([O-])[O-].[Cs+].[Cs+].Br[CH2:23][CH2:24][O:25][CH2:26][CH2:27][O:28][CH3:29]. Product: [CH3:1][O:2][C:3]1[CH:11]=[CH:10][C:9]([O:12][CH3:13])=[C:8]2[C:4]=1[C:5](=[O:15])[C:6](=[O:14])[N:7]2[CH2:23][CH2:24][O:25][CH2:26][CH2:27][O:28][CH3:29]. The catalyst class is: 348. (4) Reactant: [Br:1][C:2]1[C:3]([N+:12]([O-])=O)=[C:4]([CH:8]=[CH:9][C:10]=1[CH3:11])[C:5]([OH:7])=[O:6].Cl. Product: [NH2:12][C:3]1[C:2]([Br:1])=[C:10]([CH3:11])[CH:9]=[CH:8][C:4]=1[C:5]([OH:7])=[O:6]. The catalyst class is: 447. (5) Reactant: Cl[C:2]([O:4][CH2:5][CH3:6])=[O:3].[CH3:7]/[C:8](/[CH2:37][CH2:38][CH:39]=[C:40]([CH3:42])[CH3:41])=[CH:9]\[CH2:10][O:11][C:12]([C:14]1[CH:36]=[CH:35][CH:34]=[CH:33][C:15]=1[C:16]([NH:18][CH2:19][CH2:20][CH2:21][CH2:22][CH2:23][CH2:24][CH2:25][CH2:26][CH2:27][CH2:28][CH2:29][C:30]([OH:32])=[O:31])=[O:17])=[O:13].C(N(CC)CC)C. Product: [C:2](=[O:3])([O:4][CH2:5][CH3:6])[O:31][C:30](=[O:32])[CH2:29][CH2:28][CH2:27][CH2:26][CH2:25][CH2:24][CH2:23][CH2:22][CH2:21][CH2:20][CH2:19][NH:18][C:16](=[O:17])[C:15]1[CH:33]=[CH:34][CH:35]=[CH:36][C:14]=1[C:12]([O:11][CH2:10]/[CH:9]=[C:8](\[CH3:7])/[CH2:37][CH2:38][CH:39]=[C:40]([CH3:42])[CH3:41])=[O:13]. The catalyst class is: 4. (6) Reactant: [F:1][C:2]1([F:17])[C:10](=[O:11])[C:9]2[NH:8][C:7]([C:12]([O:14][CH2:15][CH3:16])=[O:13])=[CH:6][C:5]=2[CH2:4][CH2:3]1.[BH4-].[Na+]. Product: [F:17][C:2]1([F:1])[CH:10]([OH:11])[C:9]2[NH:8][C:7]([C:12]([O:14][CH2:15][CH3:16])=[O:13])=[CH:6][C:5]=2[CH2:4][CH2:3]1. The catalyst class is: 8. (7) Reactant: [NH2:1][C:2]1([C:8]#[C:9][C:10]2[CH:15]=[CH:14][C:13]([C@@H:16]([N:18]3[CH2:23][CH2:22][C@:21]([CH2:30][C:31]([OH:34])([CH3:33])[CH3:32])([C:24]4[CH:29]=[CH:28][CH:27]=[CH:26][CH:25]=4)[O:20][C:19]3=[O:35])[CH3:17])=[CH:12][CH:11]=2)[CH2:7][CH2:6][CH2:5][CH2:4][CH2:3]1.CCN(C(C)C)C(C)C.[C:45](OC(=O)C)(=[O:47])[CH3:46]. Product: [OH:34][C:31]([CH3:32])([CH3:33])[CH2:30][C@@:21]1([C:24]2[CH:25]=[CH:26][CH:27]=[CH:28][CH:29]=2)[O:20][C:19](=[O:35])[N:18]([C@H:16]([C:13]2[CH:14]=[CH:15][C:10]([C:9]#[C:8][C:2]3([NH:1][C:45](=[O:47])[CH3:46])[CH2:3][CH2:4][CH2:5][CH2:6][CH2:7]3)=[CH:11][CH:12]=2)[CH3:17])[CH2:23][CH2:22]1. The catalyst class is: 2. (8) Reactant: [OH:1][CH2:2][C:3]1[N:8]=[C:7]([C:9]([O:11][CH2:12][CH3:13])=[O:10])[CH:6]=[C:5]([Br:14])[CH:4]=1.N1C=CN=C1.[Si:20](Cl)([C:33]([CH3:36])([CH3:35])[CH3:34])([C:27]1[CH:32]=[CH:31][CH:30]=[CH:29][CH:28]=1)[C:21]1[CH:26]=[CH:25][CH:24]=[CH:23][CH:22]=1. Product: [Si:20]([O:1][CH2:2][C:3]1[N:8]=[C:7]([C:9]([O:11][CH2:12][CH3:13])=[O:10])[CH:6]=[C:5]([Br:14])[CH:4]=1)([C:33]([CH3:36])([CH3:35])[CH3:34])([C:27]1[CH:28]=[CH:29][CH:30]=[CH:31][CH:32]=1)[C:21]1[CH:26]=[CH:25][CH:24]=[CH:23][CH:22]=1. The catalyst class is: 215.